Dataset: Catalyst prediction with 721,799 reactions and 888 catalyst types from USPTO. Task: Predict which catalyst facilitates the given reaction. (1) Reactant: [CH3:1][C:2]1[CH:3]=[C:4]([NH:17][C:18]2[N:23]=[C:22]([C:24]([F:27])([F:26])[F:25])[CH:21]=[CH:20][N:19]=2)[CH:5]=[C:6]([C:8]2[CH:9]=[N:10][N:11]([CH2:13][C:14]([CH3:16])=[CH2:15])[CH:12]=2)[CH:7]=1.C[N+]1([O-])CC[O:32]CC1.C1COCC1.[OH2:41]. Product: [CH3:15][C:14]([OH:32])([CH2:13][N:11]1[CH:12]=[C:8]([C:6]2[CH:5]=[C:4]([NH:17][C:18]3[N:23]=[C:22]([C:24]([F:26])([F:25])[F:27])[CH:21]=[CH:20][N:19]=3)[CH:3]=[C:2]([CH3:1])[CH:7]=2)[CH:9]=[N:10]1)[CH2:16][OH:41]. The catalyst class is: 771. (2) Reactant: [CH3:1][C:2]1[CH:7]=[CH:6][C:5]([S:8]([O:11][CH2:12][CH:13]2[CH2:17][C:16]3[CH:18]=[CH:19][CH:20]=[C:21](Br)[C:15]=3[O:14]2)(=[O:10])=[O:9])=[CH:4][CH:3]=1.[Cl:23][C:24]1[CH:25]=[C:26](B(O)O)[CH:27]=[CH:28][CH:29]=1.C(=O)([O-])[O-].[K+].[K+]. Product: [CH3:1][C:2]1[CH:7]=[CH:6][C:5]([S:8]([O:11][CH2:12][CH:13]2[CH2:17][C:16]3[CH:18]=[CH:19][CH:20]=[C:21]([C:28]4[CH:27]=[CH:26][CH:25]=[C:24]([Cl:23])[CH:29]=4)[C:15]=3[O:14]2)(=[O:10])=[O:9])=[CH:4][CH:3]=1. The catalyst class is: 608. (3) Reactant: [N:1]1([CH2:6][CH2:7][N:8]2[C:13](=[O:14])[NH:12][C:11](=[O:15])[C:10]([OH:16])=[N:9]2)[CH:5]=[CH:4][CH:3]=[CH:2]1.B(Br)(Br)Br. Product: [N:1]1([CH2:6][CH2:7][N:8]2[C:13](=[O:14])[NH:12][C:11](=[O:15])[C:10]([OH:16])=[N:9]2)[C:2]2=[N:1][CH:2]=[CH:3][CH:4]=[C:3]2[CH:4]=[CH:5]1. The catalyst class is: 6. (4) The catalyst class is: 1. Reactant: [CH:1]1([C@H:7]([NH:12][C:13]([C:15]2[C:24]([NH:25][C:26]([NH:28][C:29]3[C:34]([CH3:35])=[CH:33][C:32]([CH3:36])=[CH:31][C:30]=3[CH3:37])=[O:27])=[CH:23][C:22]3[C:17](=[CH:18][CH:19]=[CH:20][CH:21]=3)[CH:16]=2)=[O:14])[C:8]([O:10]C)=[O:9])[CH2:6][CH2:5][CH2:4][CH2:3][CH2:2]1.CC1C=CC=C(C)C=1NC(NC1C(C(NCCC(OC)=O)=O)=CC2C(C=1)=CC=CC=2)=O.O1CCOCC1. Product: [CH:1]1([C@H:7]([NH:12][C:13]([C:15]2[C:24]([NH:25][C:26]([NH:28][C:29]3[C:34]([CH3:35])=[CH:33][C:32]([CH3:36])=[CH:31][C:30]=3[CH3:37])=[O:27])=[CH:23][C:22]3[C:17](=[CH:18][CH:19]=[CH:20][CH:21]=3)[CH:16]=2)=[O:14])[C:8]([OH:10])=[O:9])[CH2:2][CH2:3][CH2:4][CH2:5][CH2:6]1. (5) Reactant: [F:1][C:2]1[CH:7]=[CH:6][C:5]([C:8]2[C:16]3[C:11](=[CH:12][CH:13]=[C:14]([N+:17]([O-:19])=[O:18])[CH:15]=3)[N:10]([C:20]([C:33]3[CH:38]=[CH:37][CH:36]=[CH:35][CH:34]=3)([C:27]3[CH:32]=[CH:31][CH:30]=[CH:29][CH:28]=3)[C:21]3[CH:26]=[CH:25][CH:24]=[CH:23][CH:22]=3)[N:9]=2)=[CH:4][C:3]=1[OH:39].Br[CH2:41][CH2:42][O:43][CH3:44]. Product: [F:1][C:2]1[CH:7]=[CH:6][C:5]([C:8]2[C:16]3[C:11](=[CH:12][CH:13]=[C:14]([N+:17]([O-:19])=[O:18])[CH:15]=3)[N:10]([C:20]([C:21]3[CH:26]=[CH:25][CH:24]=[CH:23][CH:22]=3)([C:27]3[CH:32]=[CH:31][CH:30]=[CH:29][CH:28]=3)[C:33]3[CH:34]=[CH:35][CH:36]=[CH:37][CH:38]=3)[N:9]=2)=[CH:4][C:3]=1[O:39][CH2:41][CH2:42][O:43][CH3:44]. The catalyst class is: 31.